From a dataset of Catalyst prediction with 721,799 reactions and 888 catalyst types from USPTO. Predict which catalyst facilitates the given reaction. Reactant: [OH-].[Na+].CO.[CH:5]1([C:8]2[CH:13]=[C:12]([CH2:14][N:15]3[CH2:20][CH2:19][CH:18]([N:21]4[CH2:30][CH2:29][C:28]5[N:27]=[C:26]([CH2:31][CH3:32])[C:25]([C:33]([O:35]C)=[O:34])=[CH:24][C:23]=5[C:22]4=[O:37])[CH2:17][CH2:16]3)[C:11]([O:38][CH2:39][CH3:40])=[CH:10][C:9]=2[C:41]2[CH:46]=[CH:45][C:44]([F:47])=[CH:43][CH:42]=2)[CH2:7][CH2:6]1.Cl. Product: [CH:5]1([C:8]2[CH:13]=[C:12]([CH2:14][N:15]3[CH2:20][CH2:19][CH:18]([N:21]4[CH2:30][CH2:29][C:28]5[N:27]=[C:26]([CH2:31][CH3:32])[C:25]([C:33]([OH:35])=[O:34])=[CH:24][C:23]=5[C:22]4=[O:37])[CH2:17][CH2:16]3)[C:11]([O:38][CH2:39][CH3:40])=[CH:10][C:9]=2[C:41]2[CH:42]=[CH:43][C:44]([F:47])=[CH:45][CH:46]=2)[CH2:6][CH2:7]1. The catalyst class is: 476.